From a dataset of Reaction yield outcomes from USPTO patents with 853,638 reactions. Predict the reaction yield, written as a fraction of the theoretical maximum amount of product (1.0 means a 100% yield; for example, 0.34 means a 34% yield). The reactants are [OH:1][C:2]12[C:13]3[C:8](=[CH:9][CH:10]=[CH:11][CH:12]=3)[C:7](=[O:14])[C:6]1([OH:15])[C:5]1[CH:16]=[C:17]([CH2:20][CH2:21][CH3:22])[CH:18]=[CH:19][C:4]=1[O:3]2.[C:23]([OH:26])(=O)[CH3:24].N1C=CC=CC=1.C1C[O:36][CH2:35][CH2:34]1. No catalyst specified. The product is [C:35]([O:3][C:4]1[CH:19]=[CH:18][C:17]([CH2:20][CH2:21][CH3:22])=[CH:16][C:5]=1[C:6]1([O:15][C:23](=[O:26])[CH3:24])[C:7](=[O:14])[C:8]2[C:13](=[CH:12][CH:11]=[CH:10][CH:9]=2)[C:2]1=[O:1])(=[O:36])[CH3:34]. The yield is 0.560.